Dataset: Forward reaction prediction with 1.9M reactions from USPTO patents (1976-2016). Task: Predict the product of the given reaction. (1) Given the reactants C([O:4][CH2:5][C:6]1[O:10][N:9]=[C:8]([CH2:11][O:12][NH:13][C:14]([CH:16]2[C:25]3[C:20](=[CH:21][CH:22]=[CH:23][CH:24]=3)[C:19](=[O:26])[N:18]([CH:27]3[CH2:32][CH2:31][CH2:30][CH2:29][CH:28]3[NH:33][S:34]([CH3:37])(=[O:36])=[O:35])[CH:17]2[C:38]2[CH:43]=[CH:42][C:41]([Cl:44])=[CH:40][C:39]=2[Cl:45])=[O:15])[N:7]=1)(=O)C.C(=O)([O-])[O-].[K+].[K+].C(OCC)(=O)C, predict the reaction product. The product is: [Cl:45][C:39]1[CH:40]=[C:41]([Cl:44])[CH:42]=[CH:43][C:38]=1[CH:17]1[CH:16]([C:14]([NH:13][O:12][CH2:11][C:8]2[N:7]=[C:6]([CH2:5][OH:4])[O:10][N:9]=2)=[O:15])[C:25]2[C:20](=[CH:21][CH:22]=[CH:23][CH:24]=2)[C:19](=[O:26])[N:18]1[CH:27]1[CH2:32][CH2:31][CH2:30][CH2:29][CH:28]1[NH:33][S:34]([CH3:37])(=[O:36])=[O:35]. (2) The product is: [OH:10][CH2:11][CH2:4][C:5]1[C:6]([NH:16][C:15](=[O:19])[CH:13]=1)=[O:7].[O:7]1[CH:3]=[CH:4][CH:5]=[CH:6]1. Given the reactants C1[CH:6]2[O:7][CH:3]([CH:4]3[C:11](=O)[O:10]C(=O)[CH:5]32)C=1.[CH2:13]([CH2:15][NH2:16])O.C([OH:19])C, predict the reaction product. (3) The product is: [CH3:32][NH:33][C:23](=[O:24])[CH2:22][CH2:21][CH2:20][C:16]12[CH2:19][C:13]([O:12][CH2:11][C:10]3[CH:26]=[CH:27][CH:28]=[C:8]([O:1][C:2]4[CH:7]=[CH:6][CH:5]=[CH:4][CH:3]=4)[CH:9]=3)([CH2:18][CH2:17]1)[CH2:14][CH2:15]2. Given the reactants [O:1]([C:8]1[CH:9]=[C:10]([CH:26]=[CH:27][CH:28]=1)[CH2:11][O:12][C:13]12[CH2:19][C:16]([CH2:20][CH2:21][CH2:22][C:23](O)=[O:24])([CH2:17][CH2:18]1)[CH2:15][CH2:14]2)[C:2]1[CH:7]=[CH:6][CH:5]=[CH:4][CH:3]=1.CN.C[CH2:32][N:33]=C=NCCCN(C)C, predict the reaction product. (4) Given the reactants C([O:8][C:9]([N:11]1[CH2:16][C@H:15]([C:17](=[O:19])[NH2:18])[N:14]([CH2:20][CH2:21][CH2:22][C:23]([N:25]2[CH2:32][CH2:31][C:28]3([CH2:30][CH2:29]3)[C@H:27]([OH:33])[CH2:26]2)=[O:24])[C:13](=[O:34])[C@@H:12]1[CH3:35])=O)C1C=CC=CC=1.[Cl:36][C:37]1[CH:42]=[C:41]([N:43]=C=O)[CH:40]=[CH:39][C:38]=1[C:46]([F:49])([F:48])[F:47], predict the reaction product. The product is: [Cl:36][C:37]1[CH:42]=[C:41]([NH:43][C:9]([N:11]2[C@@H:12]([CH3:35])[C:13](=[O:34])[N:14]([CH2:20][CH2:21][CH2:22][C:23]([N:25]3[CH2:32][CH2:31][C:28]4([CH2:30][CH2:29]4)[C@H:27]([OH:33])[CH2:26]3)=[O:24])[C@@H:15]([C:17]([NH2:18])=[O:19])[CH2:16]2)=[O:8])[CH:40]=[CH:39][C:38]=1[C:46]([F:48])([F:49])[F:47]. (5) Given the reactants [CH:1]1([NH:4][C:5]2[C:10]([C:11]([NH2:13])=[O:12])=[CH:9][N:8]=[C:7]([NH:14][C:15]3[CH:20]=[CH:19][C:18]([CH:21]4[CH2:26][CH2:25][NH:24][CH2:23][CH2:22]4)=[CH:17][CH:16]=3)[N:6]=2)[CH2:3][CH2:2]1.CCN(C(C)C)C(C)C.[CH3:36][N:37]([CH3:41])[C:38](Cl)=[O:39], predict the reaction product. The product is: [CH:1]1([NH:4][C:5]2[C:10]([C:11]([NH2:13])=[O:12])=[CH:9][N:8]=[C:7]([NH:14][C:15]3[CH:20]=[CH:19][C:18]([CH:21]4[CH2:26][CH2:25][N:24]([C:38](=[O:39])[N:37]([CH3:41])[CH3:36])[CH2:23][CH2:22]4)=[CH:17][CH:16]=3)[N:6]=2)[CH2:3][CH2:2]1.